This data is from Experimentally validated miRNA-target interactions with 360,000+ pairs, plus equal number of negative samples. The task is: Binary Classification. Given a miRNA mature sequence and a target amino acid sequence, predict their likelihood of interaction. (1) The miRNA is mmu-miR-547-3p with sequence CUUGGUACAUCUUUGAGUGAG. The protein sequence of the target gene is MATRGTVTDFPGFDGRADAEVLRKAMKGLGTDEDSILNLLTSRSNAQRQEIAQEFKTLFGRDLVDDLKSELTGKFEKLIVAMMKPSRLYDAYELKHALKGAGTDEKVLTEIIASRTPEELSAIKQVYEEEYGSNLEDDVVGDTSGYYQRMLVVLLQANRDPDTAIDDAQVELDAQALFQAGELKWGTDEEKFITIFGTRSVSHLRRVFDKYMTISGFQIEETIDRETSGNLEQLLLAVVKSIRSIPAYLAETLYYAMKGAGTDDHTLIRVVVSRSEIDLFNIRKEFRKNFATSLYSMIKG.... Result: 0 (no interaction). (2) The miRNA is hsa-miR-4286 with sequence ACCCCACUCCUGGUACC. The protein sequence of the target gene is MEEREWGARSARAGSPASPPSPRLDVSSYSFDPLLALYAPRLPPIPYPNAPCFNNVAEYESFLKGGRTGRGRARGTGEPASAGTSTGTSTGAGSSSRARRRAAPTPDPERIQRLRRLMVVKEDTDGTAGARRQGPGRSKKAPRNVLTRMPLHEGSPLGELHRCIREGVKVNVHIRTFKGLRGVCTGFLVAFDKFWNMALTDVDETYRKPVLGKAYERDSSLTLTRLFDRLKLQDSSKKEADSKSAVEDSTLSRYSQTSTWKVASVWGRGDTDRSSHRRSRSVPSSLQASAREESRSELSG.... Result: 0 (no interaction). (3) The miRNA is hsa-miR-4661-5p with sequence AACUAGCUCUGUGGAUCCUGAC. The protein sequence of the target gene is MPLHQLGDKPLTFPSPNSAMENGLDHTPPSRRASPGTPLSPGSLRSAAHSPLDTSKQPLCQLWAEKHGARGTHEVRYVSAGQSVACGWWAFAPPCLQVLNTPKGILFFLCAAAFLQGMTVNGFINTVITSLERRYDLHSYQSGLIASSYDIAACLCLTFVSYFGGSGHKPRWLGWGVLLMGTGSLVFALPHFTAGRYEVELDAGVRTCPANPGAVCADSTSGLSRYQLVFMLGQFLHGVGATPLYTLGVTYLDENVKSSCSPVYIAIFYTAAILGPAAGYLIGGALLNIYTEMGRRTELT.... Result: 0 (no interaction). (4) The miRNA is mmu-miR-149-5p with sequence UCUGGCUCCGUGUCUUCACUCCC. The protein sequence of the target gene is MSLLKMRRHAIHSSDSTSSSSSEDDCFERRTKRNRNRAINRCLPLNFRKDEIRGIYKDRMKIGASLADVDPMQLDTSVRFDSVGGLSSHIAALKEMVVFPLLYPEVFEKFKIQPPRGCLFYGPPGTGKTLVARALANECSRGDKRVAFFMRKGADCLSKWVGESERQLRLLFDQAYQMRPAIIFFDEIDGLAPVRSSRQDQIHSSIVSTLLALMDGLDSRGEIVVIGATNRLDSIDPALRRPGRFDREFLFSLPDKNARKEILKIHTRDWNPKPVDMFLEELAEHCVGYCGADIKSICAE.... Result: 1 (interaction). (5) The miRNA is hsa-miR-7853-5p with sequence UCAAAUGCAGAUCCUGACUUC. Result: 0 (no interaction). The protein sequence of the target gene is MRTEAEAAGPPLEPGDFVQLPVPVIQQLYHWDCGLACSRMVLRYLGQLDDSEFERALQKLQLTRSIWTIDLAYLMHHFGVRHRFCTQTLGVDKGYKNQSFYRKHFDTEETRVNQLFAQAKACKVLVEKCTVSVKDIQAHLAQGHVAIVLVNSGVLHCDLCSSPVKYCCFTPSGHHCFCRTPDYQGHFIVLRGYNRATGCIFYNNPAYADPGMCSTSISNFEEARTSYGTDEDILFVYLDS. (6) The miRNA is hsa-miR-4436a with sequence GCAGGACAGGCAGAAGUGGAU. The protein sequence of the target gene is MTAPEKPVKQEEMAALDVDSGGGGGGGGGHGEYLQQQQQHGNGAVAAAAAAQDTQPSPLALLAATCSKIGPPSPGDDEEEAAAAAGAPAAAGATGDLASAQLGGAPNRWEVLSATPTTIKDEAGNLVQIPSAATSSGQYVLPLQNLQNQQIFSVAPGSDSSNGTVSSVQYQVIPQIQSADGQQVQIGFTGSSDNGGINQESSQIQIIPGSNQTLLASGTPSANIQNLIPQTGQVQVQGVAIGGSSFPGQTQVVANVPLGLPGNITFVPINSVDLDSLGLSGSSQTMTAGINADGHLINTG.... Result: 0 (no interaction). (7) The miRNA is hsa-miR-571 with sequence UGAGUUGGCCAUCUGAGUGAG. The protein sequence of the target gene is MAGLSGAQIPDGEFTALVYRLIRDARYAEAVQLLGRELQRSPRSRAGLSLLGYCYYRLQEFALAAECYEQLGQLHPELEQYRLYQAQALYKACLYPEATRVAFLLLDNPAYHSRVLRLQAAIKYSEGDLPGSRSLVEQLLSGEGGEESGGDNETDGQVNLGCLLYKEGQYEAACSKFSATLQASGYQPDLSYNLALAYYSSRQYASALKHIAEIIERGIRQHPELGVGMTTEGFDVRSVGNTLVLHQTALVEAFNLKAAIEYQLRNYEVAQETLTDMPPRAEEELDPVTLHNQALMNMDA.... Result: 0 (no interaction).